Dataset: Forward reaction prediction with 1.9M reactions from USPTO patents (1976-2016). Task: Predict the product of the given reaction. (1) Given the reactants C([O:4][C:5]1([CH3:47])[CH2:10][CH2:9][N:8]([C:11]2[N:16]3[N:17]=[C:18]([C:20]4[CH:21]=[C:22]([C:26]5C=[CH:30][CH:29]=[CH:28][C:27]=5CCC=C)[CH:23]=[CH:24][CH:25]=4)[CH:19]=[C:15]3[N:14]=[C:13]([CH3:36])[C:12]=2[C@H:37]([O:42][C:43]([CH3:46])([CH3:45])[CH3:44])[C:38]([O:40][CH3:41])=[O:39])[CH2:7][CH2:6]1)C=C.[CH3:48][CH2:49][CH2:50][CH2:51][CH2:52][CH3:53].CCOC(C)=O, predict the reaction product. The product is: [C:43]([O:42][C@@H:37]([C:12]1[C:13]([CH3:36])=[N:14][C:15]2=[CH:19][C:18]3=[N:17][N:16]2[C:11]=1[N:8]1[CH2:9][CH2:10][C:5]([CH3:47])([O:4][CH2:48][CH:49]=[CH:50][CH2:51][CH2:52][C:53]2[CH:30]=[CH:29][CH:28]=[CH:27][C:26]=2[C:22]2[CH:21]=[C:20]3[CH:25]=[CH:24][CH:23]=2)[CH2:6][CH2:7]1)[C:38]([O:40][CH3:41])=[O:39])([CH3:46])([CH3:44])[CH3:45]. (2) Given the reactants [NH2:1][C:2]1[CH:10]=[CH:9][CH:8]=[C:7]2[C:3]=1[CH:4]=[N:5][N:6]2[C:11]([C:27]1[CH:32]=[CH:31][C:30]([C:33]([F:36])([F:35])[F:34])=[CH:29][CH:28]=1)([CH2:25][CH3:26])[CH:12]([OH:24])[C:13]([P:16](=[O:23])([O:20][CH2:21][CH3:22])[O:17][CH2:18][CH3:19])([F:15])[F:14].CN1CCOCC1.[CH3:44][S:45](Cl)(=[O:47])=[O:46], predict the reaction product. The product is: [F:14][C:13]([P:16](=[O:23])([O:20][CH2:21][CH3:22])[O:17][CH2:18][CH3:19])([F:15])[CH:12]([OH:24])[C:11]([N:6]1[C:7]2[C:3](=[C:2]([NH:1][S:45]([CH3:44])(=[O:47])=[O:46])[CH:10]=[CH:9][CH:8]=2)[CH:4]=[N:5]1)([C:27]1[CH:28]=[CH:29][C:30]([C:33]([F:36])([F:35])[F:34])=[CH:31][CH:32]=1)[CH2:25][CH3:26].